Dataset: Forward reaction prediction with 1.9M reactions from USPTO patents (1976-2016). Task: Predict the product of the given reaction. (1) Given the reactants C[O:2][C:3](=[O:39])[C:4]1[CH:9]=[CH:8][CH:7]=[CH:6][C:5]=1[O:10][C:11]1[CH:16]=[CH:15][CH:14]=[C:13]([O:17][CH2:18][CH2:19][CH2:20][O:21][C:22]2[CH:27]=[C:26]([OH:28])[C:25]([C:29]3[N:30]=[CH:31][O:32][CH:33]=3)=[CH:24][C:23]=2[CH2:34][CH3:35])[C:12]=1[CH2:36][CH2:37][CH3:38].[OH-].[Li+], predict the reaction product. The product is: [CH2:34]([C:23]1[CH:24]=[C:25]([C:29]2[N:30]=[CH:31][O:32][CH:33]=2)[C:26]([OH:28])=[CH:27][C:22]=1[O:21][CH2:20][CH2:19][CH2:18][O:17][C:13]1[C:12]([CH2:36][CH2:37][CH3:38])=[C:11]([CH:16]=[CH:15][CH:14]=1)[O:10][C:5]1[CH:6]=[CH:7][CH:8]=[CH:9][C:4]=1[C:3]([OH:39])=[O:2])[CH3:35]. (2) Given the reactants [CH2:1]([NH:6][C:7]1[N:8]=[CH:9][NH:10][C:11]=1[C:12](SC)=[NH:13])[CH2:2][CH2:3][CH2:4][CH3:5].[F:16][C:17]([F:23])([F:22])[C:18]([NH:20][NH2:21])=O, predict the reaction product. The product is: [CH2:1]([NH:6][C:7]1[N:8]=[CH:9][NH:10][C:11]=1[C:12]1[NH:21][N:20]=[C:18]([C:17]([F:23])([F:22])[F:16])[N:13]=1)[CH2:2][CH2:3][CH2:4][CH3:5]. (3) Given the reactants [C:1]([CH:3]1[CH2:7][CH2:6][N:5]([C:8]([O:10][C:11]([CH3:14])([CH3:13])[CH3:12])=[O:9])[CH2:4]1)#[N:2].C[Si](C)(C)[S:17][Si](C)(C)C.C[O-].[Na+].O, predict the reaction product. The product is: [NH2:2][C:1]([CH:3]1[CH2:7][CH2:6][N:5]([C:8]([O:10][C:11]([CH3:14])([CH3:13])[CH3:12])=[O:9])[CH2:4]1)=[S:17]. (4) Given the reactants [CH3:1][O:2][C:3](=[O:37])[CH2:4][CH2:5][CH:6]([NH:22][C:23](=[O:36])[CH2:24][CH2:25][CH2:26][CH2:27][CH2:28][CH2:29][C:30]1[CH:35]=[CH:34][CH:33]=[CH:32][CH:31]=1)[CH2:7][C:8]1[CH:13]=[CH:12][C:11]([O:14]CC2C=CC=CC=2)=[CH:10][CH:9]=1.Cl, predict the reaction product. The product is: [CH3:1][O:2][C:3](=[O:37])[CH2:4][CH2:5][CH:6]([NH:22][C:23](=[O:36])[CH2:24][CH2:25][CH2:26][CH2:27][CH2:28][CH2:29][C:30]1[CH:31]=[CH:32][CH:33]=[CH:34][CH:35]=1)[CH2:7][C:8]1[CH:13]=[CH:12][C:11]([OH:14])=[CH:10][CH:9]=1. (5) Given the reactants [OH:1][CH:2]([C:8]1[CH:28]=[CH:27][C:11]([CH2:12][N:13]([S:23]([CH3:26])(=[O:25])=[O:24])[CH2:14][CH2:15][CH2:16][CH2:17][CH2:18][CH2:19][C:20]([OH:22])=[O:21])=[CH:10][CH:9]=1)[CH2:3][CH2:4][CH2:5][CH2:6][CH3:7].CC(OI1(OC(C)=O)(OC(C)=O)OC(=O)C2C=CC=CC1=2)=O.S([O-])([O-])(=O)=S.[Na+].[Na+], predict the reaction product. The product is: [C:2]([C:8]1[CH:28]=[CH:27][C:11]([CH2:12][N:13]([S:23]([CH3:26])(=[O:24])=[O:25])[CH2:14][CH2:15][CH2:16][CH2:17][CH2:18][CH2:19][C:20]([OH:22])=[O:21])=[CH:10][CH:9]=1)(=[O:1])[CH2:3][CH2:4][CH2:5][CH2:6][CH3:7]. (6) Given the reactants [CH2:1]([C:8]1[CH:13]=[CH:12][C:11]([NH2:14])=[CH:10][CH:9]=1)[C:2]1[CH:7]=[CH:6][CH:5]=[CH:4][CH:3]=1.[F:15][C:16]1[CH:24]=[C:23]([CH:25]=[O:26])[CH:22]=[CH:21][C:17]=1[C:18](O)=[O:19].C(N(CC)C(C)C)C.CN(C(ON1N=NC2C=CC=CC1=2)=[N+](C)C)C.F[P-](F)(F)(F)(F)F, predict the reaction product. The product is: [CH2:1]([C:8]1[CH:9]=[CH:10][C:11]([NH:14][C:18](=[O:19])[C:17]2[CH:21]=[CH:22][C:23]([CH:25]=[O:26])=[CH:24][C:16]=2[F:15])=[CH:12][CH:13]=1)[C:2]1[CH:3]=[CH:4][CH:5]=[CH:6][CH:7]=1.